From a dataset of Catalyst prediction with 721,799 reactions and 888 catalyst types from USPTO. Predict which catalyst facilitates the given reaction. (1) Reactant: [Br:1][C:2]1[CH:11]=[C:10]2[C:5]([CH2:6][CH2:7][N:8]([C:15](=O)[C:16](N(C(C)(C)C)CCCCC#C)=[O:17])[CH:9]2[C:12](O)=O)=[CH:4][C:3]=1[O:30][CH3:31].[C:32]([O-])(=O)C.[Na+].C(OC(=O)C)(=O)C.[NH3:44].CC[CH2:47][CH2:48][CH2:49][CH2:50][CH3:51].C(O[CH:56]([CH3:58])[CH3:57])(C)C. Product: [C:56]([N:44]1[CH2:47][CH2:48][CH2:49][CH2:50][C:51]2[CH:12]=[C:9]3[C:10]4[CH:11]=[C:2]([Br:1])[C:3]([O:30][CH3:31])=[CH:4][C:5]=4[CH2:6][CH2:7][N:8]3[C:15]=2[C:16]1=[O:17])([CH3:58])([CH3:32])[CH3:57]. The catalyst class is: 6. (2) Reactant: [OH:1][C@H:2]1[CH2:6][N:5]([C:7](=[O:33])[C@@H:8]([NH:13][C:14]([CH2:16][O:17][CH2:18][CH2:19][CH2:20][CH2:21][O:22][C:23]2[CH:32]=[CH:31][C:26]([C:27]([O:29]C)=[O:28])=[CH:25][CH:24]=2)=[O:15])[C:9]([CH3:12])([CH3:11])[CH3:10])[C@H:4]([C:34](=[O:49])[NH:35][CH2:36][C:37]2[CH:42]=[CH:41][C:40]([C:43]3[S:47][CH:46]=[N:45][C:44]=3[CH3:48])=[CH:39][CH:38]=2)[CH2:3]1.[OH-].[Na+].O. Product: [OH:1][C@H:2]1[CH2:6][N:5]([C:7](=[O:33])[C@@H:8]([NH:13][C:14]([CH2:16][O:17][CH2:18][CH2:19][CH2:20][CH2:21][O:22][C:23]2[CH:32]=[CH:31][C:26]([C:27]([OH:29])=[O:28])=[CH:25][CH:24]=2)=[O:15])[C:9]([CH3:12])([CH3:11])[CH3:10])[C@H:4]([C:34](=[O:49])[NH:35][CH2:36][C:37]2[CH:38]=[CH:39][C:40]([C:43]3[S:47][CH:46]=[N:45][C:44]=3[CH3:48])=[CH:41][CH:42]=2)[CH2:3]1. The catalyst class is: 5. (3) Reactant: [NH2:1][C:2]1[C:7]([Cl:8])=[CH:6][C:5]([Cl:9])=[CH:4][N:3]=1.Br[CH2:11][C:12]([C:14]1[CH:19]=[CH:18][C:17]([Br:20])=[CH:16][CH:15]=1)=O. Product: [Br:20][C:17]1[CH:18]=[CH:19][C:14]([C:12]2[N:1]=[C:2]3[C:7]([Cl:8])=[CH:6][C:5]([Cl:9])=[CH:4][N:3]3[CH:11]=2)=[CH:15][CH:16]=1. The catalyst class is: 8.